From a dataset of NCI-60 drug combinations with 297,098 pairs across 59 cell lines. Regression. Given two drug SMILES strings and cell line genomic features, predict the synergy score measuring deviation from expected non-interaction effect. (1) Drug 1: C1=C(C(=O)NC(=O)N1)F. Drug 2: C1=NNC2=C1C(=O)NC=N2. Cell line: IGROV1. Synergy scores: CSS=33.5, Synergy_ZIP=4.92, Synergy_Bliss=5.56, Synergy_Loewe=-1.58, Synergy_HSA=6.34. (2) Drug 1: CS(=O)(=O)C1=CC(=C(C=C1)C(=O)NC2=CC(=C(C=C2)Cl)C3=CC=CC=N3)Cl. Drug 2: C1=NC(=NC(=O)N1C2C(C(C(O2)CO)O)O)N. Cell line: COLO 205. Synergy scores: CSS=7.26, Synergy_ZIP=1.67, Synergy_Bliss=8.16, Synergy_Loewe=-11.9, Synergy_HSA=0.249. (3) Drug 1: CS(=O)(=O)CCNCC1=CC=C(O1)C2=CC3=C(C=C2)N=CN=C3NC4=CC(=C(C=C4)OCC5=CC(=CC=C5)F)Cl. Drug 2: COC1=C2C(=CC3=C1OC=C3)C=CC(=O)O2. Cell line: NCI-H322M. Synergy scores: CSS=8.20, Synergy_ZIP=-4.70, Synergy_Bliss=-0.00718, Synergy_Loewe=-7.19, Synergy_HSA=-1.11. (4) Drug 1: CCC1=CC2CC(C3=C(CN(C2)C1)C4=CC=CC=C4N3)(C5=C(C=C6C(=C5)C78CCN9C7C(C=CC9)(C(C(C8N6C)(C(=O)OC)O)OC(=O)C)CC)OC)C(=O)OC.C(C(C(=O)O)O)(C(=O)O)O. Drug 2: C1CC(C1)(C(=O)O)C(=O)O.[NH2-].[NH2-].[Pt+2]. Cell line: NCI-H522. Synergy scores: CSS=62.9, Synergy_ZIP=-0.669, Synergy_Bliss=0.0842, Synergy_Loewe=0.0596, Synergy_HSA=3.74. (5) Drug 1: CC1C(C(CC(O1)OC2CC(OC(C2O)C)OC3=CC4=CC5=C(C(=O)C(C(C5)C(C(=O)C(C(C)O)O)OC)OC6CC(C(C(O6)C)O)OC7CC(C(C(O7)C)O)OC8CC(C(C(O8)C)O)(C)O)C(=C4C(=C3C)O)O)O)O. Drug 2: COC1=NC(=NC2=C1N=CN2C3C(C(C(O3)CO)O)O)N. Cell line: SK-MEL-28. Synergy scores: CSS=9.14, Synergy_ZIP=0.448, Synergy_Bliss=-1.05, Synergy_Loewe=-25.5, Synergy_HSA=-2.06. (6) Drug 1: CNC(=O)C1=CC=CC=C1SC2=CC3=C(C=C2)C(=NN3)C=CC4=CC=CC=N4. Drug 2: CC1=C2C(C(=O)C3(C(CC4C(C3C(C(C2(C)C)(CC1OC(=O)C(C(C5=CC=CC=C5)NC(=O)OC(C)(C)C)O)O)OC(=O)C6=CC=CC=C6)(CO4)OC(=O)C)OC)C)OC. Cell line: SK-OV-3. Synergy scores: CSS=45.2, Synergy_ZIP=4.25, Synergy_Bliss=5.70, Synergy_Loewe=-24.3, Synergy_HSA=4.64.